Dataset: hERG potassium channel inhibition data for cardiac toxicity prediction from Karim et al.. Task: Regression/Classification. Given a drug SMILES string, predict its toxicity properties. Task type varies by dataset: regression for continuous values (e.g., LD50, hERG inhibition percentage) or binary classification for toxic/non-toxic outcomes (e.g., AMES mutagenicity, cardiotoxicity, hepatotoxicity). Dataset: herg_karim. (1) The molecule is O=C(C1CCN(c2cc(C(F)(F)F)ccn2)CC1)N1CC[C@H](N[C@H]2CC[C@@](O)(c3ccc(-c4ncccn4)cn3)CC2)C1. The result is 0 (non-blocker). (2) The drug is CC1(C)CN2C(CSC(=NC3CCCCC3)NC3CCCCC3)=CSC2=N1. The result is 0 (non-blocker). (3) The compound is CCc1ccc(C=C2SC(=S)NC2=O)cc1. The result is 0 (non-blocker).